This data is from Forward reaction prediction with 1.9M reactions from USPTO patents (1976-2016). The task is: Predict the product of the given reaction. (1) Given the reactants [CH2:1]([O:3][C:4]1[CH:9]=[C:8]([N+:10]([O-])=O)[CH:7]=[C:6]([S:13]([CH3:16])(=[O:15])=[O:14])[CH:5]=1)[CH3:2], predict the reaction product. The product is: [CH2:1]([O:3][C:4]1[CH:9]=[C:8]([NH2:10])[CH:7]=[C:6]([S:13]([CH3:16])(=[O:15])=[O:14])[CH:5]=1)[CH3:2]. (2) Given the reactants [N+:1]([C:4]1[CH:12]=[C:11]2[C:7]([CH2:8][NH:9][C:10]2=[O:13])=[C:6]([C:14]2[CH:19]=[CH:18][C:17]([NH:20]C(=O)OC(C)(C)C)=[CH:16][CH:15]=2)[CH:5]=1)([O-:3])=[O:2], predict the reaction product. The product is: [NH2:20][C:17]1[CH:16]=[CH:15][C:14]([C:6]2[CH:5]=[C:4]([N+:1]([O-:3])=[O:2])[CH:12]=[C:11]3[C:7]=2[CH2:8][NH:9][C:10]3=[O:13])=[CH:19][CH:18]=1.